Dataset: Tyrosyl-DNA phosphodiesterase HTS with 341,365 compounds. Task: Binary Classification. Given a drug SMILES string, predict its activity (active/inactive) in a high-throughput screening assay against a specified biological target. (1) The molecule is O=c1n(nnc2c1cccc2)CC(NC(=O)Nc1ccc(cc1)C)CC. The result is 0 (inactive). (2) The compound is S(=O)(=O)(N(Cc1cc(OC)c(OC)cc1)Cc1ccc(cc1)C(OC)=O)c1cc(c(F)cc1)C(=O)Nc1c(ccc(c1)C)C. The result is 0 (inactive).